From a dataset of Reaction yield outcomes from USPTO patents with 853,638 reactions. Predict the reaction yield, written as a fraction of the theoretical maximum amount of product (1.0 means a 100% yield; for example, 0.34 means a 34% yield). The reactants are C(#N)C.[CH:4]1([N:7]2[C:16]3[C:11](=[CH:12][C:13]([F:20])=[C:14](F)[C:15]=3[O:17][CH3:18])[C:10](=[O:21])[C:9]([C:22]([OH:24])=[O:23])=[CH:8]2)[CH2:6][CH2:5]1.Cl.Cl.[CH3:27][CH:28]1[CH2:33][NH:32][CH2:31][CH2:30][NH:29]1. The catalyst is C(N(CC)CC)C. The product is [CH:4]1([N:7]2[C:16]3[C:11](=[CH:12][C:13]([F:20])=[C:14]([N:32]4[CH2:31][CH2:30][NH:29][CH:28]([CH3:27])[CH2:33]4)[C:15]=3[O:17][CH3:18])[C:10](=[O:21])[C:9]([C:22]([OH:24])=[O:23])=[CH:8]2)[CH2:6][CH2:5]1. The yield is 0.910.